From a dataset of hERG Central: cardiac toxicity at 1µM, 10µM, and general inhibition. Predict hERG channel inhibition at various concentrations. (1) The molecule is COc1cc(/C=C(/C(=O)c2cccs2)c2nc3ccccc3[nH]2)cc(OC)c1O. Results: hERG_inhib (hERG inhibition (general)): blocker. (2) The compound is CCN(C(=O)CSc1nc2ccccc2c(=O)n1CCOC)C1CCS(=O)(=O)C1. Results: hERG_inhib (hERG inhibition (general)): blocker. (3) The compound is COc1ccc(S(N)(=O)=O)cc1C(=O)NCCCN1CCN(c2ccc(C)cc2)CC1. Results: hERG_inhib (hERG inhibition (general)): blocker. (4) The drug is CCN(CC(=O)NCc1ccc(Cl)cc1)C(=O)Cc1ccccc1[N+](=O)[O-]. Results: hERG_inhib (hERG inhibition (general)): blocker. (5) The compound is CCN1CCCC1CNCc1ccc(Cl)cc1Cl.Cl. Results: hERG_inhib (hERG inhibition (general)): blocker.